From a dataset of Reaction yield outcomes from USPTO patents with 853,638 reactions. Predict the reaction yield, written as a fraction of the theoretical maximum amount of product (1.0 means a 100% yield; for example, 0.34 means a 34% yield). (1) The reactants are C([Li])CCC.[CH3:6][N:7]1[CH:11]=[CH:10][N:9]=[CH:8]1.[Cl:12][Si](CC)(CC)CC.[Cl:20][C:21]1[CH:22]=[C:23]([N:36]2[C:41](=[O:42])[NH:40][C:39](=[O:43])[CH:38]=[N:37]2)[CH:24]=[CH:25][C:26]=1[C:27](=[O:35])[C:28]1[CH:33]=[CH:32][C:31](Cl)=[CH:30][CH:29]=1.[NH4+].[Cl-]. The catalyst is C1COCC1. The product is [OH2:35].[Cl:20][C:21]1[CH:22]=[C:23]([N:36]2[C:41](=[O:42])[NH:40][C:39](=[O:43])[CH:38]=[N:37]2)[CH:24]=[CH:25][C:26]=1[C:27]([C:28]1[CH:33]=[CH:32][CH:31]=[CH:30][C:29]=1[Cl:12])([OH:35])[C:11]1[N:7]([CH3:6])[CH:8]=[N:9][CH:10]=1. The yield is 0.130. (2) The reactants are Br.[CH3:2][N:3]([CH3:25])[CH2:4][CH2:5][CH2:6][C:7]1([C:18]2[CH:23]=[CH:22][C:21]([F:24])=[CH:20][CH:19]=2)[C:11]2[CH:12]=[CH:13][C:14]([C:16]#[N:17])=[CH:15][C:10]=2[CH2:9][O:8]1.[CH2:26]([NH2:33])[C:27]1[CH:32]=[CH:31][CH:30]=[CH:29][CH:28]=1. No catalyst specified. The product is [CH2:26]([NH:33][C:16]([C:14]1[CH:13]=[CH:12][C:11]2[C:7]([CH2:6][CH2:5][CH2:4][N:3]([CH3:25])[CH3:2])([C:18]3[CH:19]=[CH:20][C:21]([F:24])=[CH:22][CH:23]=3)[O:8][CH2:9][C:10]=2[CH:15]=1)=[NH:17])[C:27]1[CH:32]=[CH:31][CH:30]=[CH:29][CH:28]=1. The yield is 0.190.